This data is from NCI-60 drug combinations with 297,098 pairs across 59 cell lines. The task is: Regression. Given two drug SMILES strings and cell line genomic features, predict the synergy score measuring deviation from expected non-interaction effect. (1) Drug 1: CNC(=O)C1=CC=CC=C1SC2=CC3=C(C=C2)C(=NN3)C=CC4=CC=CC=N4. Drug 2: C1=CN(C=N1)CC(O)(P(=O)(O)O)P(=O)(O)O. Cell line: MOLT-4. Synergy scores: CSS=15.2, Synergy_ZIP=-1.12, Synergy_Bliss=2.25, Synergy_Loewe=-6.74, Synergy_HSA=2.59. (2) Drug 1: CC1C(C(CC(O1)OC2CC(OC(C2O)C)OC3=CC4=CC5=C(C(=O)C(C(C5)C(C(=O)C(C(C)O)O)OC)OC6CC(C(C(O6)C)O)OC7CC(C(C(O7)C)O)OC8CC(C(C(O8)C)O)(C)O)C(=C4C(=C3C)O)O)O)O. Synergy scores: CSS=29.8, Synergy_ZIP=-0.803, Synergy_Bliss=-2.24, Synergy_Loewe=-40.7, Synergy_HSA=-2.92. Cell line: HOP-92. Drug 2: COC1=C2C(=CC3=C1OC=C3)C=CC(=O)O2.